From a dataset of Full USPTO retrosynthesis dataset with 1.9M reactions from patents (1976-2016). Predict the reactants needed to synthesize the given product. (1) Given the product [Cl:13][CH2:10][C:4]1[CH:3]=[C:8]([CH3:9])[C:11]([O:12][CH3:14])=[C:6]([CH3:7])[CH:5]=1, predict the reactants needed to synthesize it. The reactants are: CO[C:3]1[C:8]([CH3:9])=[CH:7][CH:6]=[CH:5][C:4]=1[CH3:10].[CH2:11]=[O:12].[ClH:13].[C:14](O)(=O)C. (2) Given the product [NH2:1][C:2]1[N:7]=[CH:6][N:5]=[C:4]2[N:8]([CH2:25][C@H:26]3[CH2:30][CH2:29][CH2:28][N:27]3[C:31]([C:32](=[CH:33][C:34]3([NH2:37])[CH2:36][CH2:35]3)[C:45]#[N:46])=[O:47])[N:9]=[C:10]([C:11]3[CH:16]=[CH:15][C:14]([O:17][C:18]4[CH:19]=[CH:20][CH:21]=[CH:22][CH:23]=4)=[CH:13][C:12]=3[F:24])[C:3]=12, predict the reactants needed to synthesize it. The reactants are: [NH2:1][C:2]1[N:7]=[CH:6][N:5]=[C:4]2[N:8]([CH2:25][C@H:26]3[CH2:30][CH2:29][CH2:28][N:27]3[C:31](=[O:47])[C:32]([C:45]#[N:46])=[CH:33][C:34]3([NH:37]C(=O)OC(C)(C)C)[CH2:36][CH2:35]3)[N:9]=[C:10]([C:11]3[CH:16]=[CH:15][C:14]([O:17][C:18]4[CH:23]=[CH:22][CH:21]=[CH:20][CH:19]=4)=[CH:13][C:12]=3[F:24])[C:3]=12.C(O)(C(F)(F)F)=O. (3) Given the product [Br:13][C:8]1[S:9][C:10]([Br:12])=[CH:11][C:7]=1[C:5](=[O:6])[C:4]([OH:14])=[O:3], predict the reactants needed to synthesize it. The reactants are: C([O:3][C:4](=[O:14])[C:5]([C:7]1[CH:11]=[C:10]([Br:12])[S:9][C:8]=1[Br:13])=[O:6])C.Cl. (4) Given the product [OH:1][C:2]1[CH:7]=[CH:6][C:5]([OH:8])=[CH:4][C:3]=1[C:9](=[N:13][OH:14])[CH3:10], predict the reactants needed to synthesize it. The reactants are: [OH:1][C:2]1[CH:7]=[CH:6][C:5]([OH:8])=[CH:4][C:3]=1[C:9](=O)[CH3:10].Cl.[NH2:13][OH:14].C(OCC)(=O)C.O.